This data is from NCI-60 drug combinations with 297,098 pairs across 59 cell lines. The task is: Regression. Given two drug SMILES strings and cell line genomic features, predict the synergy score measuring deviation from expected non-interaction effect. Drug 1: C1CC(=O)NC(=O)C1N2C(=O)C3=CC=CC=C3C2=O. Drug 2: CC1C(C(CC(O1)OC2CC(CC3=C2C(=C4C(=C3O)C(=O)C5=CC=CC=C5C4=O)O)(C(=O)C)O)N)O. Cell line: A549. Synergy scores: CSS=57.6, Synergy_ZIP=0.623, Synergy_Bliss=0.841, Synergy_Loewe=-47.9, Synergy_HSA=1.94.